Dataset: Forward reaction prediction with 1.9M reactions from USPTO patents (1976-2016). Task: Predict the product of the given reaction. (1) Given the reactants [CH2:1]=[CH:2][C:3]1[CH:8]=[CH:7][CH:6]=[CH:5][CH:4]=1.C=CCCCC.CO.Cl, predict the reaction product. The product is: [CH2:1]=[CH:2][CH2:3][CH2:4][CH2:5][CH3:6].[CH2:1]=[CH:2][C:3]1[CH:8]=[CH:7][CH:6]=[CH:5][CH:4]=1. (2) Given the reactants [NH2:1][C:2]1[CH:23]=[CH:22][C:5]([O:6][C:7]2[C:16]3[C:11](=[CH:12][C:13]([O:19][CH3:20])=[C:14]([O:17][CH3:18])[CH:15]=3)[N:10]=[C:9]([NH2:21])[CH:8]=2)=[C:4]([F:24])[CH:3]=1.COC1C=C2C(=CC=1OC)N=C(SC)C=C2OC1C=CC(N[C:49]([C:51]2([C:54]([NH:56][C:57]3[CH:62]=[CH:61][C:60]([F:63])=[CH:59][CH:58]=3)=[O:55])[CH2:53][CH2:52]2)=[O:50])=CC=1F, predict the reaction product. The product is: [NH2:21][C:9]1[CH:8]=[C:7]([O:6][C:5]2[CH:22]=[CH:23][C:2]([NH:1][C:49]([C:51]3([C:54]([NH:56][C:57]4[CH:62]=[CH:61][C:60]([F:63])=[CH:59][CH:58]=4)=[O:55])[CH2:53][CH2:52]3)=[O:50])=[CH:3][C:4]=2[F:24])[C:16]2[C:11](=[CH:12][C:13]([O:19][CH3:20])=[C:14]([O:17][CH3:18])[CH:15]=2)[N:10]=1. (3) Given the reactants [F:1][C:2]([F:19])([F:18])[C:3]1[CH:4]=[CH:5][C:6]([C:9]2[CH:16]=[CH:15][C:12]([C:13]#[N:14])=[C:11](F)[CH:10]=2)=[N:7][CH:8]=1.Br.[CH:21]1([CH2:24][S:25]C(=N)N)[CH2:23][CH2:22]1.[OH-].[Na+], predict the reaction product. The product is: [CH:21]1([CH2:24][S:25][C:11]2[CH:10]=[C:9]([C:6]3[CH:5]=[CH:4][C:3]([C:2]([F:19])([F:18])[F:1])=[CH:8][N:7]=3)[CH:16]=[CH:15][C:12]=2[C:13]#[N:14])[CH2:23][CH2:22]1. (4) Given the reactants [CH3:1][N:2]([CH3:23])[CH:3]1[CH2:8][CH2:7][CH:6]([N:9]([CH2:20][CH2:21][OH:22])C(=O)OCC2C=CC=CC=2)[CH2:5][CH2:4]1.[C:32](O[C:32]([O:34][C:35]([CH3:38])([CH3:37])[CH3:36])=[O:33])([O:34][C:35]([CH3:38])([CH3:37])[CH3:36])=[O:33], predict the reaction product. The product is: [CH3:1][N:2]([CH3:23])[CH:3]1[CH2:4][CH2:5][CH:6]([N:9]([CH2:20][CH2:21][OH:22])[C:32](=[O:33])[O:34][C:35]([CH3:36])([CH3:37])[CH3:38])[CH2:7][CH2:8]1. (5) Given the reactants [Cl:1][C:2]1[CH:11]=[CH:10][C:5]([C:6](OC)=[O:7])=[C:4]([NH:12][C:13]2[CH:18]=[C:17]([O:19][CH2:20][O:21][CH2:22][CH2:23][Si:24]([CH3:27])([CH3:26])[CH3:25])[C:16]([O:28][CH3:29])=[CH:15][C:14]=2[N+:30]([O-])=O)[CH:3]=1.O[Li].O.C(N(CC)CC)C.O.O.Cl[Sn]Cl.CN(C(ON1N=NC2C=CC=NC1=2)=[N+](C)C)C.F[P-](F)(F)(F)(F)F, predict the reaction product. The product is: [Cl:1][C:2]1[CH:11]=[CH:10][C:5]2[C:6](=[O:7])[NH:30][C:14]3[CH:15]=[C:16]([O:28][CH3:29])[C:17]([O:19][CH2:20][O:21][CH2:22][CH2:23][Si:24]([CH3:25])([CH3:27])[CH3:26])=[CH:18][C:13]=3[NH:12][C:4]=2[CH:3]=1. (6) Given the reactants [Cl:1][C:2]1[CH:7]=[CH:6][C:5]([C:8]2[CH:12]=[C:11]([F:13])[S:10][C:9]=2[CH2:14][O:15]C2CCCCO2)=[CH:4][CH:3]=1.CC1C=CC(S([O-])(=O)=O)=CC=1.C1C=C[NH+]=CC=1, predict the reaction product. The product is: [Cl:1][C:2]1[CH:7]=[CH:6][C:5]([C:8]2[CH:12]=[C:11]([F:13])[S:10][C:9]=2[CH2:14][OH:15])=[CH:4][CH:3]=1. (7) The product is: [S:1]1[C:5]2[CH:6]=[CH:7][C:8]([CH2:10][C:11]([OH:13])=[O:12])=[CH:9][C:4]=2[CH:3]=[CH:2]1. Given the reactants [S:1]1[C:5]2[CH:6]=[CH:7][C:8]([CH:10](C(O)=O)[C:11]([OH:13])=[O:12])=[CH:9][C:4]=2[CH:3]=[CH:2]1.O.C1(C)C=CC(S(O)(=O)=O)=CC=1, predict the reaction product. (8) Given the reactants CN(C)[CH:3]=[C:4]([C:10]1[CH:15]=[CH:14][N:13]=[CH:12][CH:11]=1)[C:5](OCC)=[O:6].[CH2:17]([NH:24][C:25](=[O:34])[C:26]1[CH:31]=[CH:30][C:29]([NH:32][NH2:33])=[N:28][CH:27]=1)[C:18]1[CH:23]=[CH:22][CH:21]=[CH:20][CH:19]=1.CCN(C(C)C)C(C)C, predict the reaction product. The product is: [CH2:17]([NH:24][C:25](=[O:34])[C:26]1[CH:31]=[CH:30][C:29]([N:32]2[C:5]([OH:6])=[C:4]([C:10]3[CH:15]=[CH:14][N:13]=[CH:12][CH:11]=3)[CH:3]=[N:33]2)=[N:28][CH:27]=1)[C:18]1[CH:19]=[CH:20][CH:21]=[CH:22][CH:23]=1. (9) The product is: [CH3:20][O:21][C:22](=[O:34])[CH2:23][CH:24]([OH:33])[CH2:25][CH2:26][C:27]1[CH:32]=[CH:31][CH:30]=[CH:29][CH:28]=1. Given the reactants C1(C(C2C=CC=CC=2)([C@@H]2CCCN2)O)C=CC=CC=1.[CH3:20][O:21][C:22](=[O:34])[CH2:23][C:24](=[O:33])[CH2:25][CH2:26][C:27]1[CH:32]=[CH:31][CH:30]=[CH:29][CH:28]=1, predict the reaction product. (10) Given the reactants [CH3:1][O:2][C:3]([CH2:5][NH:6][C:7]([C:9]1([CH2:22][CH2:23][CH2:24][CH2:25]Br)[C:21]2[CH:20]=[CH:19][CH:18]=[CH:17][C:16]=2[C:15]2[C:10]1=[CH:11][CH:12]=[CH:13][CH:14]=2)=[O:8])=[O:4].[N:27]1([C:33]2[CH:42]=[CH:41][C:40]3[C:35](=[CH:36][CH:37]=[CH:38][CH:39]=3)[N:34]=2)[CH2:32][CH2:31][NH:30][CH2:29][CH2:28]1, predict the reaction product. The product is: [CH3:1][O:2][C:3]([CH2:5][NH:6][C:7]([C:9]1([CH2:22][CH2:23][CH2:24][CH2:25][N:30]2[CH2:31][CH2:32][N:27]([C:33]3[CH:42]=[CH:41][C:40]4[C:35](=[CH:36][CH:37]=[CH:38][CH:39]=4)[N:34]=3)[CH2:28][CH2:29]2)[C:21]2[CH:20]=[CH:19][CH:18]=[CH:17][C:16]=2[C:15]2[C:10]1=[CH:11][CH:12]=[CH:13][CH:14]=2)=[O:8])=[O:4].